This data is from Tyrosyl-DNA phosphodiesterase HTS with 341,365 compounds. The task is: Binary Classification. Given a drug SMILES string, predict its activity (active/inactive) in a high-throughput screening assay against a specified biological target. (1) The compound is O=C(N)C1CCN(CC1)\C=C1\C(=O)N(Cc2occc2)C(=O)NC1=O. The result is 1 (active). (2) The drug is o1c(c2c([N+]([O-])=O)cc(c(c2)C)C)ccc1/C=N\n1cnnc1. The result is 0 (inactive). (3) The molecule is s1c(NC(=O)CN2CCCCC2)nnc1c1ccc([N+]([O-])=O)cc1. The result is 0 (inactive).